This data is from hERG Central: cardiac toxicity at 1µM, 10µM, and general inhibition. The task is: Predict hERG channel inhibition at various concentrations. (1) Results: hERG_inhib (hERG inhibition (general)): blocker. The drug is CCn1c(Cc2ccccc2)nnc1SCc1ccc([N+](=O)[O-])cc1. (2) The drug is O=C1CCN(CCc2ccccc2)CCN1[C@H](CSc1ccc(Br)cc1)Cc1ccccc1. Results: hERG_inhib (hERG inhibition (general)): blocker. (3) The drug is Cc1nnc(C)c2c(C)n(Cc3ccc(Cl)cc3)c(C)c12. Results: hERG_inhib (hERG inhibition (general)): blocker. (4) The compound is O=C(c1cnc2n(c1=O)CCS2)N1CCN(c2ccc([N+](=O)[O-])cc2)CC1. Results: hERG_inhib (hERG inhibition (general)): blocker. (5) The compound is Cc1ccc(N(C)S(=O)(=O)c2cccc(C(=O)NCC(c3ccco3)N3CCCC3)c2)cc1. Results: hERG_inhib (hERG inhibition (general)): blocker. (6) Results: hERG_inhib (hERG inhibition (general)): blocker. The molecule is O=C(Cn1ncc2c(=O)oc3ccccc3c21)NCCc1ccsc1. (7) The molecule is COc1ccc(CN2CCN(Cc3ccccc3F)CC2)c(OC)c1.O=C(O)C(=O)O. Results: hERG_inhib (hERG inhibition (general)): blocker. (8) The compound is COc1ccc(-c2nn(-c3ccccc3)cc2CN(C)CCn2ccnc2C)c(F)c1. Results: hERG_inhib (hERG inhibition (general)): blocker. (9) The molecule is O=C(Nc1ccccc1N1CCN(C(=O)c2ccccc2)CC1)c1cccc(Cl)c1. Results: hERG_inhib (hERG inhibition (general)): blocker.